This data is from Reaction yield outcomes from USPTO patents with 853,638 reactions. The task is: Predict the reaction yield, written as a fraction of the theoretical maximum amount of product (1.0 means a 100% yield; for example, 0.34 means a 34% yield). The reactants are [C:1]([C:5]1[CH:12]=[CH:11][C:8]([CH:9]=O)=[CH:7][CH:6]=1)([CH3:4])([CH3:3])[CH3:2].Cl.[C:14]([O:18][C:19](=[O:23])[CH2:20][CH2:21][NH2:22])([CH3:17])([CH3:16])[CH3:15].C(N(CC)CC)C.[BH4-].[Na+]. The catalyst is CO.O. The product is [C:14]([O:18][C:19](=[O:23])[CH2:20][CH2:21][NH:22][CH2:9][C:8]1[CH:11]=[CH:12][C:5]([C:1]([CH3:4])([CH3:3])[CH3:2])=[CH:6][CH:7]=1)([CH3:17])([CH3:16])[CH3:15]. The yield is 0.790.